The task is: Predict the reactants needed to synthesize the given product.. This data is from Full USPTO retrosynthesis dataset with 1.9M reactions from patents (1976-2016). (1) Given the product [CH2:8]([O:10][C:11]([C:13]1[C:18]([CH3:19])=[C:17]([N:20]2[CH2:21][CH2:22][NH:23][CH2:24][CH2:25]2)[N:16]=[C:15]([C:33]2[CH:38]=[CH:37][N:36]=[C:35]([NH:39][CH:40]3[CH2:45][CH2:44][CH2:43][CH2:42][CH2:41]3)[CH:34]=2)[CH:14]=1)=[O:12])[CH3:9], predict the reactants needed to synthesize it. The reactants are: C(O)(C(F)(F)F)=O.[CH2:8]([O:10][C:11]([C:13]1[C:18]([CH3:19])=[C:17]([N:20]2[CH2:25][CH2:24][N:23](C(OC(C)(C)C)=O)[CH2:22][CH2:21]2)[N:16]=[C:15]([C:33]2[CH:38]=[CH:37][N:36]=[C:35]([NH:39][CH:40]3[CH2:45][CH2:44][CH2:43][CH2:42][CH2:41]3)[CH:34]=2)[CH:14]=1)=[O:12])[CH3:9]. (2) The reactants are: C[O:2][C:3](=[O:21])[C:4]1[CH:9]=[CH:8][CH:7]=[C:6]([O:10][CH2:11][CH2:12][C:13]2[CH:18]=[CH:17][C:16]([Cl:19])=[CH:15][C:14]=2[Cl:20])[CH:5]=1.[OH-].[Na+].O.Cl. Given the product [Cl:20][C:14]1[CH:15]=[C:16]([Cl:19])[CH:17]=[CH:18][C:13]=1[CH2:12][CH2:11][O:10][C:6]1[CH:5]=[C:4]([CH:9]=[CH:8][CH:7]=1)[C:3]([OH:21])=[O:2], predict the reactants needed to synthesize it. (3) Given the product [CH2:8]([C:5]1[CH:6]=[CH:7][C:2]([C:27]([C:17]2[C:26]3[C:21](=[CH:22][CH:23]=[CH:24][CH:25]=3)[CH:20]=[CH:19][N:18]=2)=[O:30])=[CH:3][CH:4]=1)[CH2:9][CH2:10][CH3:11], predict the reactants needed to synthesize it. The reactants are: Br[C:2]1[CH:7]=[CH:6][C:5]([CH2:8][CH2:9][CH2:10][CH3:11])=[CH:4][CH:3]=1.BrCCBr.[Mg].[C:17]1([C:27]#N)[C:26]2[C:21](=[CH:22][CH:23]=[CH:24][CH:25]=2)[CH:20]=[CH:19][N:18]=1.Cl.[O:30]1CCCC1.